This data is from Full USPTO retrosynthesis dataset with 1.9M reactions from patents (1976-2016). The task is: Predict the reactants needed to synthesize the given product. (1) Given the product [CH3:16][C:17]1[CH:21]=[C:20]([NH:22][S:10]([C:7]2[CH:8]=[CH:9][C:4]([O:3][C:2]([F:15])([F:14])[F:1])=[CH:5][CH:6]=2)(=[O:12])=[O:11])[N:19]([C:23]2[CH:32]=[CH:31][CH:30]=[C:29]3[C:24]=2[CH:25]=[CH:26][CH:27]=[N:28]3)[N:18]=1, predict the reactants needed to synthesize it. The reactants are: [F:1][C:2]([F:15])([F:14])[O:3][C:4]1[CH:9]=[CH:8][C:7]([S:10](Cl)(=[O:12])=[O:11])=[CH:6][CH:5]=1.[CH3:16][C:17]1[CH:21]=[C:20]([NH2:22])[N:19]([C:23]2[CH:32]=[CH:31][CH:30]=[C:29]3[C:24]=2[CH:25]=[CH:26][CH:27]=[N:28]3)[N:18]=1.ClCCl. (2) Given the product [F:26][C:27]1[CH:35]=[CH:34][C:30]([C:31]([NH:1][CH2:2][CH2:3][C:4]2[CH:5]=[CH:6][C:7]([C:10]3[CH:15]=[CH:14][C:13]([CH:16]([CH3:25])[CH2:17][NH:18][S:19]([CH:22]([CH3:24])[CH3:23])(=[O:21])=[O:20])=[CH:12][CH:11]=3)=[CH:8][CH:9]=2)=[O:32])=[CH:29][CH:28]=1, predict the reactants needed to synthesize it. The reactants are: [NH2:1][CH2:2][CH2:3][C:4]1[CH:9]=[CH:8][C:7]([C:10]2[CH:15]=[CH:14][C:13]([CH:16]([CH3:25])[CH2:17][NH:18][S:19]([CH:22]([CH3:24])[CH3:23])(=[O:21])=[O:20])=[CH:12][CH:11]=2)=[CH:6][CH:5]=1.[F:26][C:27]1[CH:35]=[CH:34][C:30]([C:31](Cl)=[O:32])=[CH:29][CH:28]=1.